Dataset: Forward reaction prediction with 1.9M reactions from USPTO patents (1976-2016). Task: Predict the product of the given reaction. (1) Given the reactants [F:1][C:2]1[CH:7]=[CH:6][C:5]([S:8][CH2:9][CH2:10][CH2:11][C:12]([NH:14][C:15]2[CH:24]=[CH:23][CH:22]=[C:21]3[C:16]=2[CH:17]=[CH:18][N:19]=[CH:20]3)=[O:13])=[CH:4][CH:3]=1.[H-].[Na+].I[CH3:28].O, predict the reaction product. The product is: [F:1][C:2]1[CH:3]=[CH:4][C:5]([S:8][CH2:9][CH2:10][CH2:11][C:12]([N:14]([C:15]2[CH:24]=[CH:23][CH:22]=[C:21]3[C:16]=2[CH:17]=[CH:18][N:19]=[CH:20]3)[CH3:28])=[O:13])=[CH:6][CH:7]=1. (2) Given the reactants [C:9](O[C:9]([O:11][C:12]([CH3:15])([CH3:14])[CH3:13])=[O:10])([O:11][C:12]([CH3:15])([CH3:14])[CH3:13])=[O:10].[F:16][C:17]([F:25])([F:24])[CH:18]1[CH2:23][NH:22][CH2:21][CH2:20][NH:19]1, predict the reaction product. The product is: [F:16][C:17]([F:25])([F:24])[CH:18]1[NH:19][CH2:20][CH2:21][N:22]([C:9]([O:11][C:12]([CH3:13])([CH3:14])[CH3:15])=[O:10])[CH2:23]1. (3) Given the reactants [Cl:1][C:2]1[CH:3]=[C:4]([NH:8][C:9]([C:11]2[N:15]([CH3:16])[N:14]=[CH:13][CH:12]=2)=[O:10])[CH:5]=[CH:6][CH:7]=1.Br[CH2:18][C:19]1[C:28]2[C:23](=[C:24]([F:30])[C:25]([F:29])=[CH:26][CH:27]=2)[NH:22][C:21](=[O:31])[CH:20]=1, predict the reaction product. The product is: [Cl:1][C:2]1[CH:3]=[C:4]([N:8]([CH2:18][C:19]2[C:28]3[C:23](=[C:24]([F:30])[C:25]([F:29])=[CH:26][CH:27]=3)[NH:22][C:21](=[O:31])[CH:20]=2)[C:9]([C:11]2[N:15]([CH3:16])[N:14]=[CH:13][CH:12]=2)=[O:10])[CH:5]=[CH:6][CH:7]=1. (4) Given the reactants [P:1]([O:35]C(C)(C)C)([O:30]C(C)(C)C)([O:3][CH2:4][C:5]1[CH:6]=[CH:7][C:8]2[C:14]3[C:15]([O:23][CH3:24])=[C:16]([O:21][CH3:22])[C:17]([O:19][CH3:20])=[CH:18][C:13]=3[CH2:12][CH2:11][C@H:10]([NH:25][C:26](=[O:28])[CH3:27])[C:9]=2[CH:29]=1)=[O:2].Cl, predict the reaction product. The product is: [P:1]([OH:30])([OH:35])([O:3][CH2:4][C:5]1[CH:6]=[CH:7][C:8]2[C:14]3[C:15]([O:23][CH3:24])=[C:16]([O:21][CH3:22])[C:17]([O:19][CH3:20])=[CH:18][C:13]=3[CH2:12][CH2:11][C@H:10]([NH:25][C:26](=[O:28])[CH3:27])[C:9]=2[CH:29]=1)=[O:2]. (5) Given the reactants [CH3:1][N:2]1[C:10]2[C:5](=[CH:6][CH:7]=[CH:8][C:9]=2[OH:11])[CH:4]=[CH:3]1.I[CH2:13][CH2:14][OH:15].C(=O)([O-])[O-].[K+].[K+], predict the reaction product. The product is: [CH3:1][N:2]1[C:10]2[C:5](=[CH:6][CH:7]=[CH:8][C:9]=2[O:11][CH2:13][CH2:14][OH:15])[CH:4]=[CH:3]1. (6) The product is: [Cl:23][C:20]1[C:9]([O:13][CH3:12])=[CH:8][C:7]([C:14](=[O:16])[CH3:25])=[CH:6][C:5]=1[O:4][CH3:1]. Given the reactants [C:1]([O:4][C:5]1C2C=[CH:12][O:13][C:9]=2[CH:8]=[C:7]([C:14]([O:16]CC)=O)[CH:6]=1)(=O)C.O.[CH:20]([Cl:23])(Cl)Cl.Cl[CH2:25]Cl, predict the reaction product. (7) Given the reactants [OH:1][CH2:2][C:3]1([CH2:6][C:7]#[N:8])[CH2:5][CH2:4]1.C(N(CC)CC)C.[CH3:16][S:17](Cl)(=[O:19])=[O:18], predict the reaction product. The product is: [CH3:16][S:17]([O:1][CH2:2][C:3]1([CH2:6][C:7]#[N:8])[CH2:5][CH2:4]1)(=[O:19])=[O:18]. (8) Given the reactants FC(F)(F)C(O)=O.[Cl:8][C:9]1[CH:14]=[CH:13][C:12]([N:15]2[CH2:20][CH2:19][N:18]([C:21]3[N:22]=[C:23]([N:31]4[CH2:35][CH2:34][CH2:33][C@H:32]4[CH2:36][NH2:37])[C:24]4[S:29](=[O:30])[CH2:28][CH2:27][C:25]=4[N:26]=3)[CH2:17][CH2:16]2)=[CH:11][CH:10]=1.C(N(CC)CC)C.[N:45]1([C:51](Cl)=[O:52])[CH2:50][CH2:49][O:48][CH2:47][CH2:46]1.O, predict the reaction product. The product is: [Cl:8][C:9]1[CH:14]=[CH:13][C:12]([N:15]2[CH2:16][CH2:17][N:18]([C:21]3[N:22]=[C:23]([N:31]4[CH2:35][CH2:34][CH2:33][C@H:32]4[CH2:36][NH:37][C:51]([N:45]4[CH2:50][CH2:49][O:48][CH2:47][CH2:46]4)=[O:52])[C:24]4[S:29](=[O:30])[CH2:28][CH2:27][C:25]=4[N:26]=3)[CH2:19][CH2:20]2)=[CH:11][CH:10]=1.